This data is from Catalyst prediction with 721,799 reactions and 888 catalyst types from USPTO. The task is: Predict which catalyst facilitates the given reaction. (1) Reactant: [CH2:1]([N:3]1[C:15]2[CH:14]=[CH:13][C:12]([C:16]([C:18]3[CH:23]=[CH:22][CH:21]=[CH:20][C:19]=3F)=[O:17])=[CH:11][C:10]=2[C:9]2[C:4]1=[CH:5][CH:6]=[C:7]([C:25](=[O:35])[C:26]1[C:31]([CH3:32])=[CH:30][C:29]([CH3:33])=[CH:28][C:27]=1[CH3:34])[CH:8]=2)[CH3:2].[F:36][C:37]([F:51])([C:40]([F:50])([F:49])[C:41]([F:48])([F:47])[C:42]([F:46])([F:45])[CH2:43][OH:44])[CH2:38][OH:39].[OH-:52].[Na+]. Product: [CH2:1]([N:3]1[C:15]2[CH:14]=[CH:13][C:12]([C:16]([C:18]3[CH:23]=[CH:22][CH:21]=[CH:20][C:19]=3[O:44][CH2:43][C:42]([F:45])([F:46])[C:41]([F:48])([F:47])[C:40]([F:49])([F:50])[C:37]([F:51])([F:36])[CH2:38][O:39][C:19]3[CH:20]=[CH:21][CH:22]=[CH:23][C:18]=3[C:16]([C:12]3[CH:13]=[CH:14][C:15]4[N:3]([CH2:1][CH3:2])[C:4]5[C:9]([C:10]=4[CH:11]=3)=[CH:8][C:7]([C:25](=[O:35])[C:26]3[C:31]([CH3:32])=[CH:30][C:29]([CH3:33])=[CH:28][C:27]=3[CH3:34])=[CH:6][CH:5]=5)=[O:52])=[O:17])=[CH:11][C:10]=2[C:9]2[C:4]1=[CH:5][CH:6]=[C:7]([C:25](=[O:35])[C:26]1[C:31]([CH3:32])=[CH:30][C:29]([CH3:33])=[CH:28][C:27]=1[CH3:34])[CH:8]=2)[CH3:2]. The catalyst class is: 17. (2) The catalyst class is: 13. Reactant: [ClH:1].[Cl:2][C:3]1[CH:4]=[C:5]2[C:10](=[CH:11][CH:12]=1)[CH:9]=[C:8]([S:13]([CH2:16][CH2:17][C:18]([N:20]([CH2:34][CH2:35][NH:36]C(=O)OC(C)(C)C)[CH:21]1[CH2:26][CH2:25][N:24]([C:27]3[CH:32]=[CH:31][N:30]=[C:29]([CH3:33])[CH:28]=3)[CH2:23][CH2:22]1)=[O:19])(=[O:15])=[O:14])[CH:7]=[CH:6]2. Product: [ClH:2].[ClH:1].[NH2:36][CH2:35][CH2:34][N:20]([CH:21]1[CH2:26][CH2:25][N:24]([C:27]2[CH:32]=[CH:31][N:30]=[C:29]([CH3:33])[CH:28]=2)[CH2:23][CH2:22]1)[C:18](=[O:19])[CH2:17][CH2:16][S:13]([C:8]1[CH:7]=[CH:6][C:5]2[C:10](=[CH:11][CH:12]=[C:3]([Cl:2])[CH:4]=2)[CH:9]=1)(=[O:15])=[O:14].